Dataset: Forward reaction prediction with 1.9M reactions from USPTO patents (1976-2016). Task: Predict the product of the given reaction. (1) Given the reactants [S:1]1[C:5]2[CH:6]=[CH:7][CH:8]=[CH:9][C:4]=2[N:3]=[C:2]1[C:10]1[C:11]([NH2:25])=[N:12][CH:13]=[C:14](B2OC(C)(C)C(C)(C)O2)[CH:15]=1.I[C:27]1[CH:28]=[N:29][N:30]([CH:32]2[CH2:38][CH:37]3[N:39]([CH3:40])[CH:34]([CH2:35][CH2:36]3)[CH2:33]2)[CH:31]=1.C([O-])([O-])=O.[K+].[K+].COCCOC, predict the reaction product. The product is: [S:1]1[C:5]2[CH:6]=[CH:7][CH:8]=[CH:9][C:4]=2[N:3]=[C:2]1[C:10]1[C:11]([NH2:25])=[N:12][CH:13]=[C:14]([C:27]2[CH:28]=[N:29][N:30]([CH:32]3[CH2:33][CH:34]4[N:39]([CH3:40])[CH:37]([CH2:36][CH2:35]4)[CH2:38]3)[CH:31]=2)[CH:15]=1. (2) The product is: [O:20]=[C:18]1[C:5]2=[CH:6][C:7]3[CH:8]=[CH:9][C:10]([C:13]([O:15][CH2:16][CH3:17])=[O:14])=[CH:11][C:12]=3[N:4]2[CH2:3][CH2:1][NH:2]1. Given the reactants [C:1]([CH2:3][N:4]1[C:12]2[C:7](=[CH:8][CH:9]=[C:10]([C:13]([O:15][CH2:16][CH3:17])=[O:14])[CH:11]=2)[CH:6]=[C:5]1[C:18]([O:20]CC)=O)#[N:2].CO.[BH4-].[Na+], predict the reaction product. (3) The product is: [CH3:1][S:2]([O:5][C:6]1[CH:11]=[CH:10][CH:9]=[C:8]([CH:12]2[CH2:13][CH2:14][NH:15][CH2:16][CH2:17]2)[C:7]=1[F:20])(=[O:3])=[O:4]. Given the reactants [CH3:1][S:2]([O:5][C:6]1[CH:11]=[CH:10][CH:9]=[C:8]([CH:12]2[CH2:17][CH2:16][N:15](CC)[CH2:14][CH2:13]2)[C:7]=1[F:20])(=[O:4])=[O:3].ClC(OC(Cl)=O)C, predict the reaction product. (4) Given the reactants [N:1]1[CH:6]=[CH:5][CH:4]=[N:3][C:2]=1[N:7]1[CH2:12][CH2:11][CH:10]([C:13]([OH:15])=O)[CH2:9][CH2:8]1.BrC1N=CC=CN=1.[N:23]1[C:32]2[C:27](=[CH:28][CH:29]=[C:30]([NH2:33])[CH:31]=2)[CH:26]=[N:25][CH:24]=1, predict the reaction product. The product is: [N:23]1[C:32]2[C:27](=[CH:28][CH:29]=[C:30]([NH:33][C:13]([CH:10]3[CH2:9][CH2:8][N:7]([C:2]4[N:1]=[CH:6][CH:5]=[CH:4][N:3]=4)[CH2:12][CH2:11]3)=[O:15])[CH:31]=2)[CH:26]=[N:25][CH:24]=1.